From a dataset of Catalyst prediction with 721,799 reactions and 888 catalyst types from USPTO. Predict which catalyst facilitates the given reaction. (1) Reactant: [CH3:1][N:2]1[CH:6]=[C:5](B2OC(C)(C)C(C)(C)O2)[CH:4]=[N:3]1.Br[C:17]1[CH:18]=[C:19]2[CH:25]=[CH:24][N:23]([S:26]([C:29]3[CH:34]=[CH:33][CH:32]=[CH:31][CH:30]=3)(=[O:28])=[O:27])[C:20]2=[N:21][CH:22]=1.C(=O)([O-])[O-].[Na+].[Na+]. Product: [CH3:1][N:2]1[CH:6]=[C:5]([C:17]2[CH:18]=[C:19]3[CH:25]=[CH:24][N:23]([S:26]([C:29]4[CH:30]=[CH:31][CH:32]=[CH:33][CH:34]=4)(=[O:27])=[O:28])[C:20]3=[N:21][CH:22]=2)[CH:4]=[N:3]1. The catalyst class is: 77. (2) Reactant: [CH:1]([O:14][C:15]([C:17]1([O:20]/[N:21]=[C:22](/[C:26]2[N:27]=[C:28]([NH:31][C:32]([O:34][C:35]([CH3:38])([CH3:37])[CH3:36])=[O:33])[S:29][CH:30]=2)\[C:23](O)=[O:24])[CH2:19][CH2:18]1)=[O:16])([C:8]1[CH:13]=[CH:12][CH:11]=[CH:10][CH:9]=1)[C:2]1[CH:7]=[CH:6][CH:5]=[CH:4][CH:3]=1.[C:39]([O:43][C:44](=[O:60])[NH:45][CH2:46][C:47]1[C:51]([CH3:52])=[N:50][N:49]([CH2:53][C@@H:54]2[C@H:57]([NH2:58])[C:56](=[O:59])[NH:55]2)[N:48]=1)([CH3:42])([CH3:41])[CH3:40].CN(C(ON1N=NC2C=CC=NC1=2)=[N+](C)C)C.F[P-](F)(F)(F)(F)F.CCN(C(C)C)C(C)C. Product: [C:39]([O:43][C:44]([NH:45][CH2:46][C:47]1[C:51]([CH3:52])=[N:50][N:49]([CH2:53][C@@H:54]2[C@H:57]([NH:58][C:23](=[O:24])/[C:22](=[N:21]\[O:20][C:17]3([C:15]([O:14][CH:1]([C:2]4[CH:7]=[CH:6][CH:5]=[CH:4][CH:3]=4)[C:8]4[CH:9]=[CH:10][CH:11]=[CH:12][CH:13]=4)=[O:16])[CH2:18][CH2:19]3)/[C:26]3[N:27]=[C:28]([NH:31][C:32]([O:34][C:35]([CH3:38])([CH3:37])[CH3:36])=[O:33])[S:29][CH:30]=3)[C:56](=[O:59])[NH:55]2)[N:48]=1)=[O:60])([CH3:42])([CH3:40])[CH3:41]. The catalyst class is: 31. (3) Reactant: Cl[C:2]1[N:11]=[C:10]([NH:12][C:13]2[NH:14][N:15]=[C:16]([CH:18]([CH3:20])[CH3:19])[CH:17]=2)[C:9]2[C:4](=[CH:5][CH:6]=[CH:7][CH:8]=2)[N:3]=1.C(OC([N:28]1[C:36]2[C:31](=[CH:32][CH:33]=[C:34]([NH2:37])[CH:35]=2)[C:30](=[O:38])[NH:29]1)=O)(C)(C)C.O. Product: [CH:18]([C:16]1[CH:17]=[C:13]([NH:12][C:10]2[C:9]3[C:4](=[CH:5][CH:6]=[CH:7][CH:8]=3)[N:3]=[C:2]([NH:37][C:34]3[CH:35]=[C:36]4[C:31]([C:30](=[O:38])[NH:29][NH:28]4)=[CH:32][CH:33]=3)[N:11]=2)[NH:14][N:15]=1)([CH3:20])[CH3:19]. The catalyst class is: 37.